From a dataset of CYP3A4 inhibition data for predicting drug metabolism from PubChem BioAssay. Regression/Classification. Given a drug SMILES string, predict its absorption, distribution, metabolism, or excretion properties. Task type varies by dataset: regression for continuous measurements (e.g., permeability, clearance, half-life) or binary classification for categorical outcomes (e.g., BBB penetration, CYP inhibition). Dataset: cyp3a4_veith. (1) The compound is COc1cccc(N(C(=O)Cn2nnc(-c3cccs3)n2)C(C(=O)NC2CCCCC2)c2ccncc2)c1. The result is 1 (inhibitor). (2) The drug is CNc1ncnc2c1ncn2[C@H]1C[C@H](OP(=O)(O)O)[C@H](COP(=O)(O)O)O1.N.N.N.N. The result is 0 (non-inhibitor). (3) The drug is CN(C)C(=O)c1ccc(-c2ccc3ncnc(N4CCOCC4)c3c2)cc1. The result is 1 (inhibitor). (4) The drug is CCCCn1cnc2c(cnn2-c2ccc(F)cc2)c1=O. The result is 0 (non-inhibitor). (5) The result is 1 (inhibitor). The compound is C#CCCCO/N=C1/C[C@@H](O)[C@@H](O)[C@H]2[C@@H]1CC[C@@H]1C(=O)N(Cc3ccccc3)C(=O)[C@H]12. (6) The molecule is COc1ccc(-n2c(=O)c(-c3ccc(F)cc3)nc3cncnc32)cc1. The result is 0 (non-inhibitor). (7) The result is 0 (non-inhibitor). The molecule is CCCCC(=O)Nc1nnc(SCC(=O)NC2CCCC2)s1. (8) The compound is COc1ccc(Cl)cc1NC(=O)NCCCl. The result is 0 (non-inhibitor). (9) The drug is CC(C)CN1CCC2(CC1)CCN(C(=O)c1cccc(F)c1)CC2. The result is 0 (non-inhibitor). (10) The molecule is COc1cc(NC(=S)NC(=O)c2c(OC)cccc2OC)ccc1NC(=O)c1cccs1. The result is 1 (inhibitor).